Task: Predict the reactants needed to synthesize the given product.. Dataset: Full USPTO retrosynthesis dataset with 1.9M reactions from patents (1976-2016) (1) Given the product [Cl:1][C:2]1[CH:7]=[CH:6][C:5]([NH2:8])=[CH:4][C:3]=1[C:11]1[CH:16]=[CH:15][C:14]([CH3:17])=[CH:13][N:12]=1, predict the reactants needed to synthesize it. The reactants are: [Cl:1][C:2]1[CH:7]=[CH:6][C:5]([N+:8]([O-])=O)=[CH:4][C:3]=1[C:11]1[CH:16]=[CH:15][C:14]([CH3:17])=[CH:13][N:12]=1.Cl[Sn]Cl.Cl. (2) Given the product [NH2:13][C:12]1[N:8]([C:5]2[CH:6]=[CH:7][C:2]([P:19](=[O:21])([CH3:20])[CH3:18])=[CH:3][CH:4]=2)[N:9]=[C:10]([C:14]([CH3:17])([CH3:16])[CH3:15])[CH:11]=1, predict the reactants needed to synthesize it. The reactants are: Br[C:2]1[CH:7]=[CH:6][C:5]([N:8]2[C:12]([NH2:13])=[CH:11][C:10]([C:14]([CH3:17])([CH3:16])[CH3:15])=[N:9]2)=[CH:4][CH:3]=1.[CH3:18][PH:19](=[O:21])[CH3:20].[O-]P([O-])([O-])=O.[K+].[K+].[K+]. (3) Given the product [F:22][C:20]([F:21])([F:23])[O:19][C:14]1[CH:15]=[CH:16][CH:17]=[CH:18][C:13]=1[C:12]([CH:9]1[CH2:10][CH2:11][N:6]([CH2:5][C:4]([OH:25])=[O:3])[CH2:7][CH2:8]1)=[O:24], predict the reactants needed to synthesize it. The reactants are: C([O:3][C:4](=[O:25])[CH2:5][N:6]1[CH2:11][CH2:10][CH:9]([C:12](=[O:24])[C:13]2[CH:18]=[CH:17][CH:16]=[CH:15][C:14]=2[O:19][C:20]([F:23])([F:22])[F:21])[CH2:8][CH2:7]1)C.[OH-].[Na+]. (4) Given the product [CH3:24][N:25]1[CH:30]2[CH2:31][CH2:32][CH:26]1[CH2:27][CH:28]([NH:33][C:10]([C:3]1[C:4]3[CH:9]=[CH:8][CH:7]=[CH:6][C:5]=3[S:1][N:2]=1)=[O:12])[CH2:29]2, predict the reactants needed to synthesize it. The reactants are: [S:1]1[C:5]2[CH:6]=[CH:7][CH:8]=[CH:9][C:4]=2[C:3]([C:10]([OH:12])=O)=[N:2]1.C(N(CC)C(C)C)(C)C.Cl.Cl.[CH3:24][N:25]1[CH:30]2[CH2:31][CH2:32][CH:26]1[CH2:27][CH:28]([NH2:33])[CH2:29]2.CN(C(ON1N=NC2C=CC=NC1=2)=[N+](C)C)C.F[P-](F)(F)(F)(F)F. (5) Given the product [CH3:12][O:13][C:2]1[O:3][C:4]([C:7]([OH:9])=[O:8])=[CH:5][N:6]=1, predict the reactants needed to synthesize it. The reactants are: Cl[C:2]1[O:3][C:4]([C:7]([O:9]CC)=[O:8])=[CH:5][N:6]=1.[CH3:12][O-:13].[Na+]. (6) Given the product [Br:1][C:2]1[C:3]([C:14]2[S:15][CH:16]=[C:17]([C:19]([F:21])([F:20])[F:22])[N:18]=2)=[CH:4][C:5]([NH:8][C:9]([NH:11][CH2:12][CH3:13])=[O:10])=[N:6][CH:7]=1, predict the reactants needed to synthesize it. The reactants are: [Br:1][C:2]1[C:3]([C:14]2[S:15][CH2:16][C:17](O)([C:19]([F:22])([F:21])[F:20])[N:18]=2)=[CH:4][C:5]([NH:8][C:9]([NH:11][CH2:12][CH3:13])=[O:10])=[N:6][CH:7]=1.C(N(CC)CC)C.CS(Cl)(=O)=O.